Dataset: Catalyst prediction with 721,799 reactions and 888 catalyst types from USPTO. Task: Predict which catalyst facilitates the given reaction. Reactant: [CH3:1][C:2]1[N:6]([CH:7]([CH3:9])[CH3:8])[C:5]([C:10]2[CH:15]=[CH:14][N:13]=[C:12]([NH:16][CH:17]3[CH2:22][CH2:21][NH:20][CH2:19][CH2:18]3)[N:11]=2)=[CH:4][N:3]=1.[C:23](OC(=O)C)(=[O:25])[CH3:24]. Product: [CH3:1][C:2]1[N:6]([CH:7]([CH3:9])[CH3:8])[C:5]([C:10]2[CH:15]=[CH:14][N:13]=[C:12]([NH:16][CH:17]3[CH2:18][CH2:19][N:20]([C:23](=[O:25])[CH3:24])[CH2:21][CH2:22]3)[N:11]=2)=[CH:4][N:3]=1. The catalyst class is: 2.